From a dataset of Reaction yield outcomes from USPTO patents with 853,638 reactions. Predict the reaction yield, written as a fraction of the theoretical maximum amount of product (1.0 means a 100% yield; for example, 0.34 means a 34% yield). (1) The reactants are [CH2:1]([Si:3]([CH2:11][CH3:12])([CH2:9][CH3:10])[C:4]#[C:5][CH2:6][CH2:7][OH:8])[CH3:2].[C:13]1([CH3:23])[CH:18]=[CH:17][C:16]([S:19](Cl)(=[O:21])=[O:20])=[CH:15][CH:14]=1.N1C=CC=CC=1. The catalyst is ClCCl. The product is [CH3:23][C:13]1[CH:18]=[CH:17][C:16]([S:19]([O:8][CH2:7][CH2:6][C:5]#[C:4][Si:3]([CH2:1][CH3:2])([CH2:9][CH3:10])[CH2:11][CH3:12])(=[O:21])=[O:20])=[CH:15][CH:14]=1. The yield is 1.00. (2) The reactants are [CH3:1][C:2]1[CH:7]=[C:6]([N+:8]([O-])=O)[CH:5]=[C:4]([CH3:11])[C:3]=1[NH:12][C:13](=[O:15])[CH3:14]. The catalyst is O1CCCC1.C(O)(=O)C.[Zn]. The product is [NH2:8][C:6]1[CH:7]=[C:2]([CH3:1])[C:3]([NH:12][C:13](=[O:15])[CH3:14])=[C:4]([CH3:11])[CH:5]=1. The yield is 0.280.